From a dataset of Forward reaction prediction with 1.9M reactions from USPTO patents (1976-2016). Predict the product of the given reaction. Given the reactants [Cl:1][C:2]1[CH:3]=[CH:4][C:5]([N+:27]([O-])=O)=[C:6]([NH:8][CH2:9][C:10]2([CH3:26])[CH2:25][CH2:24][CH2:23][C:12]3([O:16][C:15](=[O:17])[N:14]([CH2:18][C:19]([CH3:22])([CH3:21])[CH3:20])[CH2:13]3)[CH2:11]2)[CH:7]=1.[CH:30](O)=O.C(OC)(OC)OC, predict the reaction product. The product is: [Cl:1][C:2]1[CH:3]=[CH:4][C:5]2[N:27]=[CH:30][N:8]([CH2:9][C:10]3([CH3:26])[CH2:25][CH2:24][CH2:23][C:12]4([O:16][C:15](=[O:17])[N:14]([CH2:18][C:19]([CH3:22])([CH3:21])[CH3:20])[CH2:13]4)[CH2:11]3)[C:6]=2[CH:7]=1.